The task is: Predict the reactants needed to synthesize the given product.. This data is from Full USPTO retrosynthesis dataset with 1.9M reactions from patents (1976-2016). The reactants are: C([O:4][CH2:5][CH:6]1[NH:11][C:10]2[CH:12]=[CH:13][C:14]([F:16])=[CH:15][C:9]=2[O:8][CH2:7]1)(=O)C.O.C(=O)([O-])[O-].[K+].[K+]. Given the product [F:16][C:14]1[CH:13]=[CH:12][C:10]2[NH:11][CH:6]([CH2:5][OH:4])[CH2:7][O:8][C:9]=2[CH:15]=1, predict the reactants needed to synthesize it.